This data is from Blood-brain barrier permeability classification from the B3DB database. The task is: Regression/Classification. Given a drug SMILES string, predict its absorption, distribution, metabolism, or excretion properties. Task type varies by dataset: regression for continuous measurements (e.g., permeability, clearance, half-life) or binary classification for categorical outcomes (e.g., BBB penetration, CYP inhibition). Dataset: b3db_classification. (1) The result is 0 (does not penetrate BBB). The molecule is NC(=O)c1cc[n+](CC2=C(C(=O)O)N3C(=O)[C@@H](NC(=O)[C@@H](c4ccccc4)S(=O)(=O)O)[C@H]3SC2)cc1. (2) The molecule is Cc1cc(=O)c(C(=O)N[C@H](C(=O)N[C@H]2C(=O)N3C(C(=O)O)=C(CSc4nnnn4C)CS[C@@H]23)c2ccc(O)cc2)c[nH]1. The result is 0 (does not penetrate BBB). (3) The drug is CC1(C)OC2CC3C4CC(F)C5=CC(=O)C=CC5(C)C4(F)C(O)CC3(C)C2(C(=O)CO)O1. The result is 1 (penetrates BBB). (4) The compound is C[N+]1(C)CCC(=C(c2ccccc2)c2ccccc2)CC1. The result is 0 (does not penetrate BBB).